This data is from Catalyst prediction with 721,799 reactions and 888 catalyst types from USPTO. The task is: Predict which catalyst facilitates the given reaction. (1) Reactant: Br[CH2:2][CH2:3][C:4]([OH:6])=[O:5].[OH-].[K+].[F:9][C:10]([F:15])([F:14])[CH2:11][CH2:12][SH:13].Cl. Product: [F:9][C:10]([F:15])([F:14])[CH2:11][CH2:12][S:13][CH2:2][CH2:3][C:4]([OH:6])=[O:5]. The catalyst class is: 5. (2) Reactant: [C:1]([C:3]1[CH:8]=[CH:7][C:6]([OH:9])=[CH:5][CH:4]=1)#[N:2].Br[CH2:11][CH2:12][CH2:13][CH2:14]Cl.C(=O)([O-])[O-].[K+].[K+].[CH3:22][O:23][C:24]1[CH:29]=[CH:28][CH:27]=[CH:26][C:25]=1[N:30]1[CH2:35][CH2:34][NH:33][CH2:32][CH2:31]1.C(=O)([O-])[O-].[Na+].[Na+].[I-].[K+].[H-].[H-].[H-].[H-].[Li+].[Al+3].[OH-].[Na+].O.[C:53](N1C=CN=C1)([N:55]1C=CN=C1)=[O:54].[OH-].[NH4+]. Product: [CH3:22][O:23][C:24]1[CH:29]=[CH:28][CH:27]=[CH:26][C:25]=1[N:30]1[CH2:35][CH2:34][N:33]([CH2:11][CH2:12][CH2:13][CH2:14][O:9][C:6]2[CH:7]=[CH:8][C:3]([CH2:1][NH:2][C:53]([NH2:55])=[O:54])=[CH:4][CH:5]=2)[CH2:32][CH2:31]1. The catalyst class is: 95. (3) Reactant: [NH2:1][C:2]1[CH:7]=[CH:6][CH:5]=[CH:4][C:3]=1[C:8]1[C:16]2[O:15][C:14]([C:17]([NH:19][C@@H:20]3[CH:25]4[CH2:26][CH2:27][N:22]([CH2:23][CH2:24]4)[CH2:21]3)=[O:18])=[CH:13][C:12]=2[CH:11]=[CH:10][CH:9]=1.[CH3:28][O:29][CH2:30][C:31]([Cl:33])=[O:32].C(N(CC)CC)C.O. Product: [ClH:33].[N:22]12[CH2:23][CH2:24][CH:25]([CH2:26][CH2:27]1)[C@@H:20]([NH:19][C:17]([C:14]1[O:15][C:16]3[C:8]([C:3]4[CH:4]=[CH:5][CH:6]=[CH:7][C:2]=4[NH:1][C:31](=[O:32])[CH2:30][O:29][CH3:28])=[CH:9][CH:10]=[CH:11][C:12]=3[CH:13]=1)=[O:18])[CH2:21]2. The catalyst class is: 118. (4) Reactant: [Cl:1][C:2]1[N:3]=[C:4](Cl)[C:5]2[S:10][CH:9]=[C:8]([CH2:11][CH3:12])[C:6]=2[N:7]=1.[C:14]([NH2:18])([CH3:17])([CH3:16])[CH3:15]. Product: [C:14]([NH:18][C:4]1[C:5]2[S:10][CH:9]=[C:8]([CH2:11][CH3:12])[C:6]=2[N:7]=[C:2]([Cl:1])[N:3]=1)([CH3:17])([CH3:16])[CH3:15]. The catalyst class is: 3.